This data is from Forward reaction prediction with 1.9M reactions from USPTO patents (1976-2016). The task is: Predict the product of the given reaction. (1) Given the reactants [NH2:1][C:2]1[C:7]([NH2:8])=[CH:6][CH:5]=[C:4]([N+:9]([O-:11])=[O:10])[C:3]=1[CH3:12].[C:13](O)(=O)[CH3:14].Cl.[OH-].[NH4+], predict the reaction product. The product is: [CH3:13][C:14]1[NH:1][C:2]2[C:3]([CH3:12])=[C:4]([N+:9]([O-:11])=[O:10])[CH:5]=[CH:6][C:7]=2[N:8]=1. (2) Given the reactants [CH2:1]([C:3]([CH2:8][OH:9])([CH2:6][OH:7])[CH2:4][CH3:5])[OH:2].[C:10]([O:15]C)(=[O:14])[C:11]([CH3:13])=[CH2:12], predict the reaction product. The product is: [C:10]([OH:15])(=[O:14])[C:11]([CH3:13])=[CH2:12].[C:10]([OH:15])(=[O:14])[C:11]([CH3:13])=[CH2:12].[C:10]([OH:15])(=[O:14])[C:11]([CH3:13])=[CH2:12].[CH2:1]([C:3]([CH2:8][OH:9])([CH2:6][OH:7])[CH2:4][CH3:5])[OH:2]. (3) Given the reactants O.O.O.O.O.O.O.O.O.[N+:10]([O-:13])([O-:12])=[O:11].[Fe+3:14].[N+:15]([O-:18])([O-:17])=[O:16].[N+]([O-])([O-])=O.C(O)(=O)CC(CC(O)=O)(C(O)=O)O.[N+]([O-])(O)=O.O.O.O.O.O.O.S([O-])([O-])(=O)=O.[Fe+2].[NH4+], predict the reaction product. The product is: [N+:10]([O-:13])([O-:12])=[O:11].[Fe+2:14].[N+:15]([O-:18])([O-:17])=[O:16]. (4) The product is: [CH3:10][O:11][C:12]([C:14]1[CH:15]=[C:16]([CH3:36])[C:17]2[O:23][C:22]3[C:24]([Cl:32])=[CH:25][C:26]([NH:28][CH2:29][CH2:30][NH:9][CH2:8][CH2:7][N:1]4[CH2:6][CH2:5][O:4][CH2:3][CH2:2]4)=[CH:27][C:21]=3[CH2:20][S:19](=[O:33])(=[O:34])[C:18]=2[CH:35]=1)=[O:13]. Given the reactants [N:1]1([CH2:7][CH2:8][NH2:9])[CH2:6][CH2:5][O:4][CH2:3][CH2:2]1.[CH3:10][O:11][C:12]([C:14]1[CH:15]=[C:16]([CH3:36])[C:17]2[O:23][C:22]3[C:24]([Cl:32])=[CH:25][C:26]([NH:28][CH2:29][CH2:30]Cl)=[CH:27][C:21]=3[CH2:20][S:19](=[O:34])(=[O:33])[C:18]=2[CH:35]=1)=[O:13].O, predict the reaction product. (5) Given the reactants [CH3:1][O:2][C:3]1[CH:25]=[CH:24][C:6]2[C:7]([C:18]#[C:19][CH2:20][CH2:21][CH2:22][OH:23])=[C:8]([C:12]3[CH:13]=[N:14][CH:15]=[CH:16][CH:17]=3)[CH2:9][CH2:10][CH2:11][C:5]=2[CH:4]=1, predict the reaction product. The product is: [CH3:1][O:2][C:3]1[CH:25]=[CH:24][C:6]2[C:7]([CH2:18][CH2:19][CH2:20][CH2:21][CH2:22][OH:23])=[C:8]([C:12]3[CH:13]=[N:14][CH:15]=[CH:16][CH:17]=3)[CH2:9][CH2:10][CH2:11][C:5]=2[CH:4]=1. (6) Given the reactants [Br:1][C:2]1[S:6][C:5]([C:7](Cl)=[O:8])=[CH:4][CH:3]=1.[CH3:10][NH:11][C:12]1[CH:17]=[CH:16][CH:15]=[C:14]([CH3:18])[CH:13]=1.C(N(CC)CC)C, predict the reaction product. The product is: [Br:1][C:2]1[S:6][C:5]([C:7]([N:11]([CH3:10])[C:12]2[CH:13]=[C:14]([CH3:18])[CH:15]=[CH:16][CH:17]=2)=[O:8])=[CH:4][CH:3]=1. (7) Given the reactants [H-].[Na+].[O:3]=[C:4]([CH2:11][CH2:12][CH3:13])[CH2:5][C:6]([O:8][CH2:9][CH3:10])=[O:7].Br[CH2:15][C:16]1[CH:21]=[CH:20][C:19]([C:22]2[C:23]([C:28]#[N:29])=[CH:24][CH:25]=[CH:26][CH:27]=2)=[C:18]([F:30])[CH:17]=1.Cl, predict the reaction product. The product is: [C:28]([C:23]1[CH:24]=[CH:25][CH:26]=[CH:27][C:22]=1[C:19]1[CH:20]=[CH:21][C:16]([CH2:15][CH:5]([C:4](=[O:3])[CH2:11][CH2:12][CH3:13])[C:6]([O:8][CH2:9][CH3:10])=[O:7])=[CH:17][C:18]=1[F:30])#[N:29].